Dataset: Catalyst prediction with 721,799 reactions and 888 catalyst types from USPTO. Task: Predict which catalyst facilitates the given reaction. (1) Reactant: [C:1]([O:5][C:6](=[O:20])[C:7]([CH3:19])([O:9][C:10]1[CH:18]=[CH:17][C:13]([C:14]([OH:16])=[O:15])=[CH:12][CH:11]=1)[CH3:8])([CH3:4])([CH3:3])[CH3:2].[F:21][C:22]([F:45])([F:44])[C:23]([C:30]1[CH:43]=[CH:42][C:33]([CH2:34][N:35]2[CH:39]=[C:38]([CH2:40]O)[N:37]=[N:36]2)=[CH:32][CH:31]=1)([O:28][CH3:29])[C:24]([F:27])([F:26])[F:25].C1(N=C=NC2CCCCC2)CCCCC1. Product: [C:1]([O:5][C:6](=[O:20])[C:7]([CH3:8])([O:9][C:10]1[CH:11]=[CH:12][C:13]([C:14]([O:16][CH2:40][C:38]2[N:37]=[N:36][N:35]([CH2:34][C:33]3[CH:42]=[CH:43][C:30]([C:23]([O:28][CH3:29])([C:22]([F:44])([F:21])[F:45])[C:24]([F:25])([F:26])[F:27])=[CH:31][CH:32]=3)[CH:39]=2)=[O:15])=[CH:17][CH:18]=1)[CH3:19])([CH3:2])([CH3:3])[CH3:4]. The catalyst class is: 119. (2) Reactant: C([Li])CCC.[F:6][C:7]([F:12])([F:11])[C:8]([NH2:10])=[O:9].[Br:13][C:14]1[CH:19]=[CH:18][C:17]([S:20](Cl)=[O:21])=[CH:16][CH:15]=1. Product: [Br:13][C:14]1[CH:19]=[CH:18][C:17]([S:20]([NH:10][C:8](=[O:9])[C:7]([F:12])([F:11])[F:6])=[O:21])=[CH:16][CH:15]=1. The catalyst class is: 7. (3) Reactant: [Br:1][C:2]1[CH:7]=[CH:6][N:5]([CH:8]2[CH2:13][CH2:12][N:11]([C:14]([O:16]C(C)(C)C)=O)[CH2:10][CH2:9]2)[C:4](=[O:21])[CH:3]=1.[CH3:22][CH2:23]N(CC)CC.C(Cl)(=O)C=C. Product: [C:14]([N:11]1[CH2:10][CH2:9][CH:8]([N:5]2[CH:6]=[CH:7][C:2]([Br:1])=[CH:3][C:4]2=[O:21])[CH2:13][CH2:12]1)(=[O:16])[CH:22]=[CH2:23]. The catalyst class is: 2. (4) The catalyst class is: 524. Reactant: C1(C)C=CC=CC=1P(C1C=CC=CC=1C)C1C=CC=CC=1C.C(N(CC)CC)C.Br[C:31]1[CH:32]=[CH:33][C:34]([C:37]2[CH:42]=[CH:41][CH:40]=[CH:39][C:38]=2[F:43])=[N:35][CH:36]=1.[CH2:44]([O:46][C:47](=[O:50])[CH:48]=[CH2:49])[CH3:45]. Product: [CH2:44]([O:46][C:47](=[O:50])[CH:48]=[CH:49][C:31]1[CH:36]=[N:35][C:34]([C:37]2[CH:42]=[CH:41][CH:40]=[CH:39][C:38]=2[F:43])=[CH:33][CH:32]=1)[CH3:45]. (5) Reactant: [CH3:1][NH:2][CH3:3].Br[CH2:5][CH2:6][CH2:7][CH2:8][C:9]#[N:10]. Product: [CH3:1][N:2]([CH3:3])[CH2:5][CH2:6][CH2:7][CH2:8][C:9]#[N:10]. The catalyst class is: 74. (6) Product: [O:1]([C:8]1[CH:17]=[CH:16][C:15]2[C:10](=[C:11]([C:18]3[NH:26][C:25]4[CH:24]=[CH:23][NH:22][C:21](=[O:27])[C:20]=4[CH:19]=3)[CH:12]=[CH:13][CH:14]=2)[N:9]=1)[C:2]1[CH:7]=[CH:6][CH:5]=[CH:4][CH:3]=1. The catalyst class is: 12. Reactant: [O:1]([C:8]1[CH:17]=[CH:16][C:15]2[C:10](=[C:11]([C:18]3[NH:26][C:25]4[CH2:24][CH2:23][NH:22][C:21](=[O:27])[C:20]=4[CH:19]=3)[CH:12]=[CH:13][CH:14]=2)[N:9]=1)[C:2]1[CH:7]=[CH:6][CH:5]=[CH:4][CH:3]=1.C(C1C(=O)C(Cl)=C(Cl)C(=O)C=1C#N)#N. (7) Reactant: [C:1]([O:5][C:6]([N:8]1[CH2:12][C@H:11]([S:13][CH2:14][C:15]2[CH:20]=[CH:19][C:18]([O:21][CH3:22])=[CH:17][CH:16]=2)[CH2:10][C@H:9]1[C:23]([OH:25])=O)=[O:7])([CH3:4])([CH3:3])[CH3:2].[CH3:26][N:27]1[CH2:32][CH2:31][O:30][CH2:29][CH2:28]1.[B-](F)(F)(F)F.CN(C(ON1[C:51](=O)[CH:50]=[CH:49][CH:48]=[CH:47]1)=[N+](C)C)C.Cl.C([O:61]C(=O)CNC)C1C=CC=CC=1. Product: [C:1]([O:5][C:6]([N:8]1[CH2:12][C@H:11]([S:13][CH2:14][C:15]2[CH:20]=[CH:19][C:18]([O:21][CH3:22])=[CH:17][CH:16]=2)[CH2:10][C@H:9]1[C:23](=[O:25])[N:27]([CH2:32][C:31]([O:30][CH2:29][C:28]1[CH:51]=[CH:50][CH:49]=[CH:48][CH:47]=1)=[O:61])[CH3:26])=[O:7])([CH3:3])([CH3:2])[CH3:4]. The catalyst class is: 2. (8) Reactant: [N+:1]([C:4]1[CH:5]=[C:6]([CH:20]=[CH:21][C:22]=1[N+:23]([O-])=O)[CH2:7][N:8]1[CH2:13][CH2:12][CH:11]([N:14]2[CH2:19][CH2:18][CH2:17][CH2:16][CH2:15]2)[CH2:10][CH2:9]1)([O-])=O. Product: [N:14]1([CH:11]2[CH2:12][CH2:13][N:8]([CH2:7][C:6]3[CH:5]=[C:4]([NH2:1])[C:22]([NH2:23])=[CH:21][CH:20]=3)[CH2:9][CH2:10]2)[CH2:19][CH2:18][CH2:17][CH2:16][CH2:15]1. The catalyst class is: 696. (9) Reactant: [C:1]([N:8]1[CH2:13][CH2:12][NH:11][C@@H:10]([CH3:14])[CH2:9]1)([O:3][C:4]([CH3:7])([CH3:6])[CH3:5])=[O:2].C(N(CC)CC)C.Cl[C:23]([O:25][CH2:26][CH3:27])=[O:24]. Product: [CH2:26]([O:25][C:23]([N:11]1[CH2:12][CH2:13][N:8]([C:1]([O:3][C:4]([CH3:7])([CH3:6])[CH3:5])=[O:2])[CH2:9][C@@H:10]1[CH3:14])=[O:24])[CH3:27]. The catalyst class is: 4.